From a dataset of Reaction yield outcomes from USPTO patents with 853,638 reactions. Predict the reaction yield, written as a fraction of the theoretical maximum amount of product (1.0 means a 100% yield; for example, 0.34 means a 34% yield). (1) The product is [CH2:21]([O:20][C:19]1[C:18](=[O:28])[N:17]2[C:12]([C:13]([CH3:30])([CH3:29])[O:14][CH2:15][CH2:16]2)=[N:11][C:10]=1[C:8]([NH:7][CH2:6][C:5]1[CH:31]=[CH:32][C:2]([F:1])=[CH:3][C:4]=1[P:43](=[O:50])([O:47][CH2:48][CH3:49])[O:44][CH2:45][CH3:46])=[O:9])[C:22]1[CH:27]=[CH:26][CH:25]=[CH:24][CH:23]=1. The yield is 0.510. The catalyst is C(O)C.C(OCC)(=O)C.C([O-])(=O)C.[Pd+2].C([O-])(=O)C.C1(P(C2C=CC=CC=2)C2C=CC=CC=2)C=CC=CC=1. The reactants are [F:1][C:2]1[CH:32]=[CH:31][C:5]([CH2:6][NH:7][C:8]([C:10]2[N:11]=[C:12]3[N:17]([C:18](=[O:28])[C:19]=2[O:20][CH2:21][C:22]2[CH:27]=[CH:26][CH:25]=[CH:24][CH:23]=2)[CH2:16][CH2:15][O:14][C:13]3([CH3:30])[CH3:29])=[O:9])=[C:4](I)[CH:3]=1.C(N(CC)C(C)C)(C)C.[P:43]([O-:50])([O:47][CH2:48][CH3:49])[O:44][CH2:45][CH3:46]. (2) The reactants are [NH2:1][C:2]1[CH:6]=[C:5]([C:7]2[CH:12]=[CH:11][N:10]=[CH:9][CH:8]=2)[S:4][C:3]=1[C:13]([NH2:15])=[O:14].[CH3:16][CH2:17][C:18](=O)[CH2:19][CH3:20].O.C1(C)C=CC(S(O)(=O)=O)=CC=1.C(=O)([O-])O.[Na+]. The catalyst is C(O)(=O)C. The product is [CH2:17]([C:18]1([CH2:19][CH3:20])[NH:1][C:2]2[CH:6]=[C:5]([C:7]3[CH:8]=[CH:9][N:10]=[CH:11][CH:12]=3)[S:4][C:3]=2[C:13](=[O:14])[NH:15]1)[CH3:16]. The yield is 0.280.